This data is from Catalyst prediction with 721,799 reactions and 888 catalyst types from USPTO. The task is: Predict which catalyst facilitates the given reaction. (1) Reactant: [Cl:1][C:2]1[CH:7]=[CH:6][C:5]([C:8]2[N:12]([CH3:13])[C:11]3[C:14]([CH:21]4[O:25][CH2:24][CH2:23][O:22]4)=[C:15]([C:17]([O:19][CH3:20])=[O:18])[S:16][C:10]=3[C:9]=2[CH:26]2[CH2:31][CH2:30][CH2:29][CH2:28][CH2:27]2)=[CH:4][CH:3]=1.[H-].[Na+].BrC[C:36]([O:38][C:39]([CH3:42])([CH3:41])[CH3:40])=[O:37]. Product: [C:39]([O:38][C:36](=[O:37])[CH2:13][N:12]1[C:8]([C:5]2[CH:6]=[CH:7][C:2]([Cl:1])=[CH:3][CH:4]=2)=[C:9]([CH:26]2[CH2:31][CH2:30][CH2:29][CH2:28][CH2:27]2)[C:10]2[S:16][C:15]([C:17]([O:19][CH3:20])=[O:18])=[C:14]([CH:21]3[O:25][CH2:24][CH2:23][O:22]3)[C:11]1=2)([CH3:42])([CH3:41])[CH3:40]. The catalyst class is: 3. (2) Reactant: [C:1]([C:4]1[S:32][C:7]2[N:8]=[CH:9][N:10]=[C:11]([NH:12][C:13]3[CH:30]=[CH:29][C:28]([F:31])=[CH:27][C:14]=3[O:15][CH:16]([CH3:26])[CH2:17][NH:18]C(=O)OC(C)(C)C)[C:6]=2[C:5]=1[CH3:33])(=[O:3])[NH2:2].[F:34][C:35]([F:40])([F:39])[C:36]([OH:38])=[O:37]. Product: [F:34][C:35]([F:40])([F:39])[C:36]([OH:38])=[O:37].[NH2:18][CH2:17][CH:16]([O:15][C:14]1[CH:27]=[C:28]([F:31])[CH:29]=[CH:30][C:13]=1[NH:12][C:11]1[C:6]2[C:5]([CH3:33])=[C:4]([C:1]([NH2:2])=[O:3])[S:32][C:7]=2[N:8]=[CH:9][N:10]=1)[CH3:26]. The catalyst class is: 4. (3) Reactant: I[C:2]1[CH:7]=[CH:6][C:5]([NH:8][C:9](=[O:15])[O:10][C:11](C)(C)C)=[CH:4][C:3]=1[N+:16]([O-])=O.IC1C=C[C:23]([NH2:24])=CC=1[N+]([O-])=O.C(OC(OC(C)(C)C)=O)(OC(C)(C)C)=O. Product: [NH2:16][C:3]1[CH:2]=[CH:7][C:6]([C:23]#[N:24])=[C:5]([NH:8][C:9](=[O:15])[O:10][CH3:11])[CH:4]=1. The catalyst class is: 1. (4) Reactant: [C:1]1([CH2:7][CH2:8][CH2:9][CH2:10][C:11]2[CH:16]=[CH:15][C:14]([CH:17]([CH3:22])[C:18]([O:20][CH3:21])=[O:19])=[CH:13][CH:12]=2)[CH:6]=[CH:5][CH:4]=[CH:3][CH:2]=1.[Li+].[CH3:24][Si]([N-][Si](C)(C)C)(C)C.C1(C)C=CC=CC=1.CI. Product: [CH3:22][C:17]([C:14]1[CH:13]=[CH:12][C:11]([CH2:10][CH2:9][CH2:8][CH2:7][C:1]2[CH:2]=[CH:3][CH:4]=[CH:5][CH:6]=2)=[CH:16][CH:15]=1)([CH3:24])[C:18]([O:20][CH3:21])=[O:19]. The catalyst class is: 1.